From a dataset of NCI-60 drug combinations with 297,098 pairs across 59 cell lines. Regression. Given two drug SMILES strings and cell line genomic features, predict the synergy score measuring deviation from expected non-interaction effect. (1) Drug 1: C1CC(C1)(C(=O)O)C(=O)O.[NH2-].[NH2-].[Pt+2]. Drug 2: CNC(=O)C1=NC=CC(=C1)OC2=CC=C(C=C2)NC(=O)NC3=CC(=C(C=C3)Cl)C(F)(F)F. Cell line: HCC-2998. Synergy scores: CSS=2.80, Synergy_ZIP=-3.35, Synergy_Bliss=-8.03, Synergy_Loewe=-13.3, Synergy_HSA=-12.3. (2) Drug 1: C1=C(C(=O)NC(=O)N1)F. Drug 2: CC1C(C(CC(O1)OC2CC(CC3=C2C(=C4C(=C3O)C(=O)C5=C(C4=O)C(=CC=C5)OC)O)(C(=O)CO)O)N)O.Cl. Cell line: SF-268. Synergy scores: CSS=48.2, Synergy_ZIP=-4.99, Synergy_Bliss=-0.876, Synergy_Loewe=-2.17, Synergy_HSA=3.53. (3) Drug 1: CC(C)CN1C=NC2=C1C3=CC=CC=C3N=C2N. Drug 2: C1C(C(OC1N2C=NC3=C2NC=NCC3O)CO)O. Cell line: RPMI-8226. Synergy scores: CSS=5.24, Synergy_ZIP=-3.18, Synergy_Bliss=-3.78, Synergy_Loewe=1.46, Synergy_HSA=-1.37. (4) Drug 1: C1=C(C(=O)NC(=O)N1)N(CCCl)CCCl. Drug 2: CCC(=C(C1=CC=CC=C1)C2=CC=C(C=C2)OCCN(C)C)C3=CC=CC=C3.C(C(=O)O)C(CC(=O)O)(C(=O)O)O. Cell line: MDA-MB-231. Synergy scores: CSS=14.1, Synergy_ZIP=-3.47, Synergy_Bliss=-2.83, Synergy_Loewe=-4.74, Synergy_HSA=-2.67. (5) Drug 1: COC1=CC(=CC(=C1O)OC)C2C3C(COC3=O)C(C4=CC5=C(C=C24)OCO5)OC6C(C(C7C(O6)COC(O7)C8=CC=CS8)O)O. Drug 2: CC1CCCC2(C(O2)CC(NC(=O)CC(C(C(=O)C(C1O)C)(C)C)O)C(=CC3=CSC(=N3)C)C)C. Cell line: MCF7. Synergy scores: CSS=33.4, Synergy_ZIP=-0.645, Synergy_Bliss=-0.146, Synergy_Loewe=1.04, Synergy_HSA=1.45. (6) Drug 1: C(CC(=O)O)C(=O)CN.Cl. Drug 2: C1CN(CCN1C(=O)CCBr)C(=O)CCBr. Cell line: SK-MEL-28. Synergy scores: CSS=17.8, Synergy_ZIP=-6.91, Synergy_Bliss=1.08, Synergy_Loewe=-0.114, Synergy_HSA=1.05. (7) Drug 1: C1CCN(CC1)CCOC2=CC=C(C=C2)C(=O)C3=C(SC4=C3C=CC(=C4)O)C5=CC=C(C=C5)O. Drug 2: CN(C)N=NC1=C(NC=N1)C(=O)N. Cell line: NCI/ADR-RES. Synergy scores: CSS=1.15, Synergy_ZIP=-0.370, Synergy_Bliss=-0.335, Synergy_Loewe=-2.04, Synergy_HSA=-1.88. (8) Synergy scores: CSS=48.3, Synergy_ZIP=-3.16, Synergy_Bliss=-1.42, Synergy_Loewe=-3.93, Synergy_HSA=-1.49. Cell line: M14. Drug 2: B(C(CC(C)C)NC(=O)C(CC1=CC=CC=C1)NC(=O)C2=NC=CN=C2)(O)O. Drug 1: CC1CCC2CC(C(=CC=CC=CC(CC(C(=O)C(C(C(=CC(C(=O)CC(OC(=O)C3CCCCN3C(=O)C(=O)C1(O2)O)C(C)CC4CCC(C(C4)OC)OCCO)C)C)O)OC)C)C)C)OC.